This data is from Full USPTO retrosynthesis dataset with 1.9M reactions from patents (1976-2016). The task is: Predict the reactants needed to synthesize the given product. (1) Given the product [F:59][C:2]1([F:1])[CH2:3][CH2:4][CH:5]([C:8]2[C:17]3[CH:16]([OH:18])[CH2:15][C:14]([CH3:29])([CH3:28])[CH2:13][C:12]=3[N:11]=[C:10]([CH:30]3[CH2:35][CH2:34][N:33]([C:36]4[N:41]=[CH:40][C:39]([CH2:42][CH:43]([CH3:44])[CH3:45])=[CH:38][N:37]=4)[CH2:32][CH2:31]3)[C:9]=2[CH:47]([F:58])[C:48]2[CH:49]=[CH:50][C:51]([C:54]([F:55])([F:57])[F:56])=[CH:52][CH:53]=2)[CH2:6][CH2:7]1, predict the reactants needed to synthesize it. The reactants are: [F:1][C:2]1([F:59])[CH2:7][CH2:6][CH:5]([C:8]2[C:17]3[CH:16]([O:18]CC4C=CC(OC)=CC=4)[CH2:15][C:14]([CH3:29])([CH3:28])[CH2:13][C:12]=3[N:11]=[C:10]([CH:30]3[CH2:35][CH2:34][N:33]([C:36]4[N:41]=[CH:40][C:39]([CH:42](O)[CH:43]([CH3:45])[CH3:44])=[CH:38][N:37]=4)[CH2:32][CH2:31]3)[C:9]=2[CH:47]([F:58])[C:48]2[CH:53]=[CH:52][C:51]([C:54]([F:57])([F:56])[F:55])=[CH:50][CH:49]=2)[CH2:4][CH2:3]1.C([SiH](CC)CC)C.FC(F)(F)C(O)=O.C(=O)([O-])O.[Na+]. (2) Given the product [Cl:18][C:14]1[CH:13]=[C:12]([C:10]2[C:9]3[C:4](=[CH:5][CH:6]=[CH:7][CH:8]=3)[C:3](=[O:19])[N:2]([NH:1][C:28](=[O:29])[CH2:27][C:21]3([OH:20])[CH2:26][CH2:25][CH2:24][CH2:23][CH2:22]3)[N:11]=2)[CH:17]=[CH:16][N:15]=1, predict the reactants needed to synthesize it. The reactants are: [NH2:1][N:2]1[N:11]=[C:10]([C:12]2[CH:17]=[CH:16][N:15]=[C:14]([Cl:18])[CH:13]=2)[C:9]2[C:4](=[CH:5][CH:6]=[CH:7][CH:8]=2)[C:3]1=[O:19].[OH:20][C:21]1([CH2:27][C:28](O)=[O:29])[CH2:26][CH2:25][CH2:24][CH2:23][CH2:22]1. (3) Given the product [CH3:1][C:2]1([CH3:23])[C:11]2[C:6](=[CH:7][CH:8]=[C:9]([C:12]([F:13])([F:15])[F:14])[CH:10]=2)[NH:5][CH:4]([C:16]2[CH:22]=[CH:21][CH:20]=[CH:19][C:17]=2[NH:18][S:30]([C:26]2[CH:25]=[N:24][CH:29]=[CH:28][CH:27]=2)(=[O:32])=[O:31])[CH2:3]1, predict the reactants needed to synthesize it. The reactants are: [CH3:1][C:2]1([CH3:23])[C:11]2[C:6](=[CH:7][CH:8]=[C:9]([C:12]([F:15])([F:14])[F:13])[CH:10]=2)[NH:5][CH:4]([C:16]2[CH:22]=[CH:21][CH:20]=[CH:19][C:17]=2[NH2:18])[CH2:3]1.[N:24]1[CH:29]=[CH:28][CH:27]=[C:26]([S:30](Cl)(=[O:32])=[O:31])[CH:25]=1. (4) Given the product [Cl:15][C:7]1[CH:8]=[C:9]2[C:4](=[CH:5][CH:6]=1)[N:3]=[C:2]([NH:30][C@H:22]([C:21]([O:20][CH2:19][CH2:18][O:17][CH3:16])=[O:31])[CH2:23][C:24]1[CH:29]=[CH:28][CH:27]=[CH:26][CH:25]=1)[C:11]([C:12]([OH:14])=[O:13])=[CH:10]2, predict the reactants needed to synthesize it. The reactants are: Cl[C:2]1[C:11]([C:12]([OH:14])=[O:13])=[CH:10][C:9]2[C:4](=[CH:5][CH:6]=[C:7]([Cl:15])[CH:8]=2)[N:3]=1.[CH3:16][O:17][CH2:18][CH2:19][O:20][C:21](=[O:31])[C@@H:22]([NH2:30])[CH2:23][C:24]1[CH:29]=[CH:28][CH:27]=[CH:26][CH:25]=1. (5) The reactants are: [CH3:1][O:2][C:3](=[O:26])[C:4]1[CH:9]=[C:8]([CH3:10])[C:7]([Br:11])=[C:6]([S:12]([CH2:15][C:16]2[CH:21]=[CH:20][CH:19]=[C:18]([Cl:22])[C:17]=2[N+:23]([O-])=O)(=[O:14])=[O:13])[CH:5]=1. Given the product [CH3:1][O:2][C:3](=[O:26])[C:4]1[CH:9]=[C:8]([CH3:10])[C:7]([Br:11])=[C:6]([S:12]([CH2:15][C:16]2[CH:21]=[CH:20][CH:19]=[C:18]([Cl:22])[C:17]=2[NH2:23])(=[O:14])=[O:13])[CH:5]=1, predict the reactants needed to synthesize it. (6) Given the product [C:1]1([O:7][C:8](=[O:9])[NH:11][C:12]2[CH:17]=[CH:16][C:15]([C:18]#[N:19])=[CH:14][N:13]=2)[CH:6]=[CH:5][CH:4]=[CH:3][CH:2]=1, predict the reactants needed to synthesize it. The reactants are: [C:1]1([O:7][C:8](Cl)=[O:9])[CH:6]=[CH:5][CH:4]=[CH:3][CH:2]=1.[NH2:11][C:12]1[CH:17]=[CH:16][C:15]([C:18]#[N:19])=[CH:14][N:13]=1.N1C=CC=CC=1. (7) Given the product [F:1][C:2]([F:12])([CH3:11])/[CH:3]=[CH:4]/[C:5]([O:7][CH2:8][CH3:9])=[O:6], predict the reactants needed to synthesize it. The reactants are: [F:1][C:2]([F:12])([CH3:11])[CH:3](O)[CH2:4][C:5]([O:7][CH2:8][CH3:9])=[O:6].C1(P(C2C=CC=CC=2)C2C=CC=CN=2)C=CC=CC=1.FC(F)(F)C(O)=O.